Dataset: NCI-60 drug combinations with 297,098 pairs across 59 cell lines. Task: Regression. Given two drug SMILES strings and cell line genomic features, predict the synergy score measuring deviation from expected non-interaction effect. (1) Drug 1: CC1C(C(CC(O1)OC2CC(CC3=C2C(=C4C(=C3O)C(=O)C5=C(C4=O)C(=CC=C5)OC)O)(C(=O)C)O)N)O.Cl. Drug 2: CC1C(C(CC(O1)OC2CC(OC(C2O)C)OC3=CC4=CC5=C(C(=O)C(C(C5)C(C(=O)C(C(C)O)O)OC)OC6CC(C(C(O6)C)O)OC7CC(C(C(O7)C)O)OC8CC(C(C(O8)C)O)(C)O)C(=C4C(=C3C)O)O)O)O. Cell line: M14. Synergy scores: CSS=0.761, Synergy_ZIP=-1.89, Synergy_Bliss=-3.84, Synergy_Loewe=-8.90, Synergy_HSA=-5.30. (2) Drug 1: C1=CC(=C2C(=C1NCCNCCO)C(=O)C3=C(C=CC(=C3C2=O)O)O)NCCNCCO. Drug 2: CC(C1=C(C=CC(=C1Cl)F)Cl)OC2=C(N=CC(=C2)C3=CN(N=C3)C4CCNCC4)N. Cell line: OVCAR3. Synergy scores: CSS=31.0, Synergy_ZIP=9.68, Synergy_Bliss=8.31, Synergy_Loewe=-10.2, Synergy_HSA=6.44. (3) Drug 1: C1CCC(CC1)NC(=O)N(CCCl)N=O. Drug 2: COCCOC1=C(C=C2C(=C1)C(=NC=N2)NC3=CC=CC(=C3)C#C)OCCOC.Cl. Cell line: NCI-H322M. Synergy scores: CSS=28.1, Synergy_ZIP=1.37, Synergy_Bliss=4.77, Synergy_Loewe=-5.21, Synergy_HSA=5.45. (4) Drug 1: COC1=CC(=CC(=C1O)OC)C2C3C(COC3=O)C(C4=CC5=C(C=C24)OCO5)OC6C(C(C7C(O6)COC(O7)C8=CC=CS8)O)O. Drug 2: CC12CCC3C(C1CCC2OP(=O)(O)O)CCC4=C3C=CC(=C4)OC(=O)N(CCCl)CCCl.[Na+]. Cell line: MDA-MB-435. Synergy scores: CSS=20.7, Synergy_ZIP=-2.89, Synergy_Bliss=1.37, Synergy_Loewe=-8.07, Synergy_HSA=-0.0898. (5) Drug 1: C(=O)(N)NO. Drug 2: C(CN)CNCCSP(=O)(O)O. Cell line: UACC-257. Synergy scores: CSS=2.67, Synergy_ZIP=-0.944, Synergy_Bliss=0.414, Synergy_Loewe=1.85, Synergy_HSA=0.0367. (6) Drug 1: COC1=C(C=C2C(=C1)N=CN=C2NC3=CC(=C(C=C3)F)Cl)OCCCN4CCOCC4. Drug 2: C1C(C(OC1N2C=NC3=C2NC=NCC3O)CO)O. Cell line: OVCAR3. Synergy scores: CSS=27.5, Synergy_ZIP=-8.28, Synergy_Bliss=-4.88, Synergy_Loewe=-13.8, Synergy_HSA=-2.81.